This data is from Orexin1 receptor HTS with 218,158 compounds and 233 confirmed actives. The task is: Binary Classification. Given a drug SMILES string, predict its activity (active/inactive) in a high-throughput screening assay against a specified biological target. (1) The compound is o1c2c(NC(=O)CCC2=O)c2c1cccc2. The result is 0 (inactive). (2) The molecule is S1(=O)(=O)Cc2c(nn(c2NC(=O)c2sccc2)c2cc(c(cc2)C)C)C1. The result is 0 (inactive). (3) The compound is O=C1Nc2c(/C1=C\Nc1c([N+]([O-])=O)cc(cc1)C)cccc2. The result is 0 (inactive). (4) The result is 0 (inactive). The molecule is S1(=O)(=O)Cc2c(sc(C(=O)N3CCN(CC3)Cc3ccccc3)c2)c2c1cccc2. (5) The molecule is O(c1c(cccc1OC)/C=C\C(=O)NNC(=O)c1ccncc1)C. The result is 0 (inactive). (6) The compound is ClC1=C(N2CCCCCC2)C(=O)N(C1=O)c1c(cc(cc1)C)C. The result is 0 (inactive). (7) The molecule is S(=O)(=O)(Nc1cccnc1)c1ccc(CC(C)C)cc1. The result is 0 (inactive). (8) The molecule is O1C(CN(CC1C)C(=O)COC(=O)c1cc(OC)c(OC)c(OC)c1)C. The result is 0 (inactive). (9) The compound is FC(F)(F)c1c(NC(=O)COC(=O)c2ccc(NC(=O)C)cc2)ccc([N+]([O-])=O)c1. The result is 0 (inactive).